From a dataset of Reaction yield outcomes from USPTO patents with 853,638 reactions. Predict the reaction yield, written as a fraction of the theoretical maximum amount of product (1.0 means a 100% yield; for example, 0.34 means a 34% yield). (1) The reactants are [Br:1][C:2]1[CH:6]=[N:5][N:4]([CH3:7])[C:3]=1[C:8]1[CH:9]=[C:10]([NH2:16])[CH:11]=[CH:12][C:13]=1[O:14][CH3:15].[CH3:17][O:18][C:19]1[CH:24]=[CH:23][C:22]([N:25]=[C:26]=[O:27])=[CH:21][CH:20]=1. The catalyst is C(Cl)Cl. The product is [Br:1][C:2]1[CH:6]=[N:5][N:4]([CH3:7])[C:3]=1[C:8]1[CH:9]=[C:10]([NH:16][C:26]([NH:25][C:22]2[CH:23]=[CH:24][C:19]([O:18][CH3:17])=[CH:20][CH:21]=2)=[O:27])[CH:11]=[CH:12][C:13]=1[O:14][CH3:15]. The yield is 0.780. (2) The yield is 0.460. The reactants are [NH2:1][C:2]1[CH:7]=[CH:6][C:5]([Cl:8])=[CH:4][C:3]=1[C:9]([C:11]1[CH:16]=[CH:15][CH:14]=[CH:13][CH:12]=1)=O.[CH:17]1([C:20](=O)[CH2:21][C:22]([O:24][CH3:25])=[O:23])[CH2:19][CH2:18]1.[O-]S(C(F)(F)F)(=O)=O.[Yb+3].[O-]S(C(F)(F)F)(=O)=O.[O-]S(C(F)(F)F)(=O)=O. The product is [CH3:25][O:24][C:22]([C:21]1[C:20]([CH:17]2[CH2:19][CH2:18]2)=[N:1][C:2]2[C:3]([C:9]=1[C:11]1[CH:16]=[CH:15][CH:14]=[CH:13][CH:12]=1)=[CH:4][C:5]([Cl:8])=[CH:6][CH:7]=2)=[O:23]. The catalyst is CCO.